The task is: Predict the reaction yield, written as a fraction of the theoretical maximum amount of product (1.0 means a 100% yield; for example, 0.34 means a 34% yield).. This data is from Reaction yield outcomes from USPTO patents with 853,638 reactions. (1) The reactants are Cl.[NH2:2][C:3]1[C:10]([Cl:11])=[CH:9][C:8]([N+:12]([O-])=O)=[CH:7][C:4]=1[C:5]#[N:6].C(=O)([O-])[O-].[Na+].[Na+]. The catalyst is O1CCCC1.[Zn]. The product is [NH2:2][C:3]1[C:10]([Cl:11])=[CH:9][C:8]([NH2:12])=[CH:7][C:4]=1[C:5]#[N:6]. The yield is 0.990. (2) The reactants are [Br:1][C:2]1[CH:3]=[CH:4][C:5]([O:15][CH2:16][C:17]2[CH:22]=[CH:21][C:20]([F:23])=[CH:19][CH:18]=2)=[C:6]([C:8](=O)[CH2:9][CH2:10][C:11](=O)[CH3:12])[CH:7]=1.[CH3:24][O:25][C:26](=[O:38])[C:27]1[CH:32]=[C:31]([C:33]([F:36])([F:35])[F:34])[CH:30]=[C:29]([NH2:37])[CH:28]=1.CC1C=CC(S(O)(=O)=O)=CC=1. The catalyst is CN1C(=O)CCC1.CCOC(C)=O. The product is [CH3:24][O:25][C:26](=[O:38])[C:27]1[CH:32]=[C:31]([C:33]([F:36])([F:35])[F:34])[CH:30]=[C:29]([N:37]2[C:11]([CH3:12])=[CH:10][CH:9]=[C:8]2[C:6]2[CH:7]=[C:2]([Br:1])[CH:3]=[CH:4][C:5]=2[O:15][CH2:16][C:17]2[CH:22]=[CH:21][C:20]([F:23])=[CH:19][CH:18]=2)[CH:28]=1. The yield is 0.340. (3) The reactants are [CH3:1][O:2][C:3]1[CH:28]=[CH:27][C:6]([CH2:7][N:8]2[C:16](=O)[C:15]3[C:10](=[CH:11][CH:12]=[CH:13][C:14]=3[O:18][CH2:19][CH2:20][O:21][CH2:22][CH2:23][O:24][CH3:25])[C:9]2=O)=[CH:5][CH:4]=1.[H-].[Al+3].[Li+].[H-].[H-].[H-].C1COCC1. No catalyst specified. The yield is 0.970. The product is [CH3:1][O:2][C:3]1[CH:4]=[CH:5][C:6]([CH2:7][N:8]2[CH2:16][C:15]3[C:10](=[CH:11][CH:12]=[CH:13][C:14]=3[O:18][CH2:19][CH2:20][O:21][CH2:22][CH2:23][O:24][CH3:25])[CH2:9]2)=[CH:27][CH:28]=1.